From a dataset of Peptide-MHC class II binding affinity with 134,281 pairs from IEDB. Regression. Given a peptide amino acid sequence and an MHC pseudo amino acid sequence, predict their binding affinity value. This is MHC class II binding data. (1) The peptide sequence is KECPFSNRVWNSFQI. The MHC is DRB1_1302 with pseudo-sequence DRB1_1302. The binding affinity (normalized) is 0.162. (2) The peptide sequence is NTNLHTQLVDMSMTY. The MHC is DRB1_0101 with pseudo-sequence DRB1_0101. The binding affinity (normalized) is 0.698. (3) The peptide sequence is TRKYLPAIVREAIKR. The MHC is DRB1_1501 with pseudo-sequence DRB1_1501. The binding affinity (normalized) is 0.249. (4) The peptide sequence is ARARRAAIAAAGASR. The MHC is HLA-DQA10101-DQB10501 with pseudo-sequence HLA-DQA10101-DQB10501. The binding affinity (normalized) is 0.101. (5) The binding affinity (normalized) is 0.683. The MHC is DRB5_0101 with pseudo-sequence DRB5_0101. The peptide sequence is WSKDIYNYMEPYVSK. (6) The peptide sequence is GPAYSAHCIGITDRD. The MHC is HLA-DQA10501-DQB10302 with pseudo-sequence HLA-DQA10501-DQB10302. The binding affinity (normalized) is 0.385.